Dataset: Catalyst prediction with 721,799 reactions and 888 catalyst types from USPTO. Task: Predict which catalyst facilitates the given reaction. (1) The catalyst class is: 2. Reactant: [CH2:1]([N:3]([C:7]1[CH:12]=[CH:11][CH:10]=[C:9]([CH3:13])[CH:8]=1)[CH2:4][CH2:5][NH2:6])[CH3:2].[Br:14][C:15]1[CH:20]=[CH:19][CH:18]=[CH:17][C:16]=1[N:21]=[C:22]=[O:23]. Product: [Br:14][C:15]1[CH:20]=[CH:19][CH:18]=[CH:17][C:16]=1[NH:21][C:22]([NH:6][CH2:5][CH2:4][N:3]([CH2:1][CH3:2])[C:7]1[CH:12]=[CH:11][CH:10]=[C:9]([CH3:13])[CH:8]=1)=[O:23]. (2) Reactant: [NH2:1][C:2]1[CH:10]=[C:9]2[C:5]([CH2:6][CH2:7][N:8]2[C:11](=[O:13])[CH3:12])=[CH:4][CH:3]=1.[C:14]([O:18][C:19](=[O:25])[NH:20][CH2:21][CH2:22][CH2:23]Br)([CH3:17])([CH3:16])[CH3:15].C([O-])([O-])=O.[K+].[K+]. Product: [C:14]([O:18][C:19](=[O:25])[NH:20][CH2:21][CH2:22][CH2:23][NH:1][C:2]1[CH:10]=[C:9]2[C:5]([CH2:6][CH2:7][N:8]2[C:11](=[O:13])[CH3:12])=[CH:4][CH:3]=1)([CH3:17])([CH3:16])[CH3:15]. The catalyst class is: 10. (3) Reactant: [C:1]([CH:3]1[CH2:8][CH2:7][NH:6][CH2:5][CH2:4]1)#[N:2].[CH3:9][C:10]1[CH:15]=[CH:14][C:13]([CH3:16])=[CH:12][C:11]=1[N:17]=[C:18]=[O:19]. Product: [C:1]([CH:3]1[CH2:8][CH2:7][N:6]([C:18]([NH:17][C:11]2[CH:12]=[C:13]([CH3:16])[CH:14]=[CH:15][C:10]=2[CH3:9])=[O:19])[CH2:5][CH2:4]1)#[N:2]. The catalyst class is: 27. (4) The catalyst class is: 4. Reactant: C(OC([N:8]1[CH2:13][CH2:12][CH2:11][C@@H:10]([O:14][C:15]2[CH:20]=[N:19][CH:18]=[C:17]([NH:21][C:22]3[N:23](C(OC(C)(C)C)=O)[N:24]=[C:25]([C:27]4[C:28]([O:34][CH3:35])=[N:29][C:30]([CH3:33])=[CH:31][CH:32]=4)[CH:26]=3)[N:16]=2)[CH2:9]1)=O)(C)(C)C.FC(F)(F)C(O)=O.C(=O)(O)[O-].[Na+]. Product: [CH3:35][O:34][C:28]1[C:27]([C:25]2[CH:26]=[C:22]([NH:21][C:17]3[CH:18]=[N:19][CH:20]=[C:15]([O:14][C@@H:10]4[CH2:11][CH2:12][CH2:13][NH:8][CH2:9]4)[N:16]=3)[NH:23][N:24]=2)=[CH:32][CH:31]=[C:30]([CH3:33])[N:29]=1. (5) Reactant: [Cl:1][C:2]1[C:23]([F:24])=[CH:22][CH:21]=[C:20]([F:25])[C:3]=1[CH2:4][N:5]1[CH2:10][CH2:9][NH:8][C:7]2[N:11]=[CH:12][C:13]([C:15]3[CH:16]=[N:17][NH:18][CH:19]=3)=[CH:14][C:6]1=2.C(=O)([O-])[O-].[Cs+].[Cs+].Cl.[CH3:33][N:34]([CH3:38])[CH2:35][CH2:36]Cl. Product: [Cl:1][C:2]1[C:23]([F:24])=[CH:22][CH:21]=[C:20]([F:25])[C:3]=1[CH2:4][N:5]1[CH2:10][CH2:9][NH:8][C:7]2[N:11]=[CH:12][C:13]([C:15]3[CH:19]=[N:18][N:17]([CH2:36][CH2:35][N:34]([CH3:38])[CH3:33])[CH:16]=3)=[CH:14][C:6]1=2. The catalyst class is: 3. (6) Reactant: C([O:4][C:5](=[O:40])[C:6]1[C:11]([O:12][CH2:13][C:14]2[CH:19]=[CH:18][C:17]([O:20][CH2:21][CH2:22][C:23]3[N:24]=[C:25]([C:29]4[CH:34]=[CH:33][CH:32]=[CH:31][CH:30]=4)[O:26][C:27]=3[CH3:28])=[CH:16][CH:15]=2)=[CH:10][C:9]([O:35][CH2:36][CH2:37][CH3:38])=[CH:8][C:7]=1[CH3:39])C=C.C1([SiH3])C=CC=CC=1. Product: [CH3:39][C:7]1[CH:8]=[C:9]([O:35][CH2:36][CH2:37][CH3:38])[CH:10]=[C:11]([O:12][CH2:13][C:14]2[CH:19]=[CH:18][C:17]([O:20][CH2:21][CH2:22][C:23]3[N:24]=[C:25]([C:29]4[CH:34]=[CH:33][CH:32]=[CH:31][CH:30]=4)[O:26][C:27]=3[CH3:28])=[CH:16][CH:15]=2)[C:6]=1[C:5]([OH:40])=[O:4]. The catalyst class is: 2.